This data is from Forward reaction prediction with 1.9M reactions from USPTO patents (1976-2016). The task is: Predict the product of the given reaction. (1) Given the reactants [Br:1][C:2]1[CH:3]=[N:4][C:5]2[N:6]([N:8]=[C:9]([C:11]([OH:13])=O)[CH:10]=2)[CH:7]=1.[CH3:14][CH:15]1[C:24]2[C:19](=[CH:20][CH:21]=[CH:22][C:23]=2[C:25]2[N:26]=[N:27][NH:28][N:29]=2)[CH2:18][CH2:17][NH:16]1, predict the reaction product. The product is: [Br:1][C:2]1[CH:3]=[N:4][C:5]2[N:6]([N:8]=[C:9]([C:11]([N:16]3[CH2:17][CH2:18][C:19]4[C:24](=[C:23]([C:25]5[N:26]=[N:27][NH:28][N:29]=5)[CH:22]=[CH:21][CH:20]=4)[CH:15]3[CH3:14])=[O:13])[CH:10]=2)[CH:7]=1. (2) Given the reactants C[Si]([N-][Si](C)(C)C)(C)C.[Na+].Cl[C:12]1[C:21]2[C:16](=[CH:17][CH:18]=[CH:19][CH:20]=2)[C:15]([Cl:22])=[N:14][N:13]=1.[Si:23]([O:30][CH2:31][C:32]1[N:37]=[C:36]([CH2:38][OH:39])[CH:35]=[CH:34][CH:33]=1)([C:26]([CH3:29])([CH3:28])[CH3:27])([CH3:25])[CH3:24].CN(C=O)C, predict the reaction product. The product is: [Si:23]([O:30][CH2:31][C:32]1[N:37]=[C:36]([CH2:38][O:39][C:12]2[C:21]3[C:16](=[CH:17][CH:18]=[CH:19][CH:20]=3)[C:15]([Cl:22])=[N:14][N:13]=2)[CH:35]=[CH:34][CH:33]=1)([C:26]([CH3:29])([CH3:28])[CH3:27])([CH3:25])[CH3:24]. (3) Given the reactants [C:1]1([C:7]2[CH:8]=[C:9]3[C:18](=[S:19])[NH:17][C:16]4[C:11](=[CH:12][CH:13]=[CH:14][CH:15]=4)[N:10]3[CH:20]=2)[CH:6]=[CH:5][CH:4]=[CH:3][CH:2]=1.N#N.[CH2:23]1CCN2C(=NCCC2)CC1.CI, predict the reaction product. The product is: [CH3:23][S:19][C:18]1[C:9]2[N:10]([CH:20]=[C:7]([C:1]3[CH:2]=[CH:3][CH:4]=[CH:5][CH:6]=3)[CH:8]=2)[C:11]2[C:16]([N:17]=1)=[CH:15][CH:14]=[CH:13][CH:12]=2. (4) Given the reactants [NH2:1][C:2]1[CH:7]=[CH:6][C:5]([OH:8])=[CH:4][C:3]=1[N+:9]([O-:11])=O.[N:12]#[C:13][NH2:14], predict the reaction product. The product is: [NH2:14][C:13]1[N:12]=[N+:9]([O-:11])[C:3]2[CH:4]=[C:5]([OH:8])[CH:6]=[CH:7][C:2]=2[N:1]=1. (5) The product is: [CH3:14][C:15]1[CH:22]=[C:21]([CH:20]=[C:17]([CH3:18])[CH:16]=1)[CH2:23][CH:4]([C:3](=[O:9])[CH2:2][CH3:1])[C:5](=[O:8])[CH2:6][CH3:7]. Given the reactants [CH3:1][CH2:2][C:3](=[O:9])[CH2:4][C:5](=[O:8])[CH2:6][CH3:7].[H-].[Na+].[I-].[Na+].[CH3:14][C:15]1[CH:16]=[C:17]([CH:20]=[C:21]([CH3:23])[CH:22]=1)[CH2:18]Br, predict the reaction product.